From a dataset of Reaction yield outcomes from USPTO patents with 853,638 reactions. Predict the reaction yield, written as a fraction of the theoretical maximum amount of product (1.0 means a 100% yield; for example, 0.34 means a 34% yield). The catalyst is CCO. The product is [NH4+:8].[OH-:2].[CH2:11]([N:8]1[CH2:9][CH2:10][C:5]2[C:3](=[O:2])[NH:23][CH:21]=[N:22][C:6]=2[CH:7]1[CH3:18])[C:12]1[CH:17]=[CH:16][CH:15]=[CH:14][CH:13]=1. The yield is 0.00100. The reactants are C[O:2][C:3]([CH:5]1[CH2:10][CH2:9][N:8]([CH2:11][C:12]2[CH:17]=[CH:16][CH:15]=[CH:14][CH:13]=2)[CH:7]([CH3:18])[C:6]1=O)=O.Cl.[CH:21]([NH2:23])=[NH:22].CC[O-].[Na+].